From a dataset of Catalyst prediction with 721,799 reactions and 888 catalyst types from USPTO. Predict which catalyst facilitates the given reaction. (1) Product: [CH3:15][O:14][C:3]1[CH:4]=[C:5]([CH2:8][C:9]([O:11][CH2:12][CH3:13])=[O:10])[CH:6]=[CH:7][C:2]=1[O:1][CH2:28][C:29]1[N:30]=[C:31]([C:35]2[CH:40]=[CH:39][CH:38]=[CH:37][CH:36]=2)[O:32][C:33]=1[CH3:34]. Reactant: [OH:1][C:2]1[CH:7]=[CH:6][C:5]([CH2:8][C:9]([O:11][CH2:12][CH3:13])=[O:10])=[CH:4][C:3]=1[O:14][CH3:15].C(=O)([O-])[O-].[K+].[K+].CN(C)C=O.Cl[CH2:28][C:29]1[N:30]=[C:31]([C:35]2[CH:40]=[CH:39][CH:38]=[CH:37][CH:36]=2)[O:32][C:33]=1[CH3:34]. The catalyst class is: 6. (2) Reactant: [CH3:1][N:2]1[CH:8]2[CH2:9][CH2:10][CH:3]1[CH2:4][NH:5][CH2:6][CH2:7]2.[OH:11]S(O)(=O)=O.CN1C2CCC1CC(=O)C2.[N-]=[N+]=[N-].[Na+].C([O-])([O-])=O.[Na+].[Na+].[OH-].[Na+]. Product: [CH3:1][N:2]1[CH:8]2[CH2:9][CH2:10][CH:3]1[CH2:4][NH:5][C:6](=[O:11])[CH2:7]2. The catalyst class is: 22.